Dataset: NCI-60 drug combinations with 297,098 pairs across 59 cell lines. Task: Regression. Given two drug SMILES strings and cell line genomic features, predict the synergy score measuring deviation from expected non-interaction effect. (1) Drug 1: C1CN1P(=S)(N2CC2)N3CC3. Drug 2: C1CC(C1)(C(=O)O)C(=O)O.[NH2-].[NH2-].[Pt+2]. Cell line: PC-3. Synergy scores: CSS=14.4, Synergy_ZIP=-5.42, Synergy_Bliss=-2.67, Synergy_Loewe=0.334, Synergy_HSA=0.758. (2) Drug 1: CC1=C(C=C(C=C1)NC2=NC=CC(=N2)N(C)C3=CC4=NN(C(=C4C=C3)C)C)S(=O)(=O)N.Cl. Drug 2: CC(C1=C(C=CC(=C1Cl)F)Cl)OC2=C(N=CC(=C2)C3=CN(N=C3)C4CCNCC4)N. Cell line: MALME-3M. Synergy scores: CSS=8.89, Synergy_ZIP=-2.17, Synergy_Bliss=5.48, Synergy_Loewe=4.80, Synergy_HSA=4.88. (3) Drug 1: C1=CC(=CC=C1CCC2=CNC3=C2C(=O)NC(=N3)N)C(=O)NC(CCC(=O)O)C(=O)O. Drug 2: COC1=CC(=CC(=C1O)OC)C2C3C(COC3=O)C(C4=CC5=C(C=C24)OCO5)OC6C(C(C7C(O6)COC(O7)C8=CC=CS8)O)O. Cell line: SK-MEL-28. Synergy scores: CSS=23.2, Synergy_ZIP=-9.29, Synergy_Bliss=-1.86, Synergy_Loewe=-1.35, Synergy_HSA=0.236. (4) Drug 1: CC1CC2CCC3C(=C)CC(O3)CCC45CC6C(O4)C7C(O6)C(O5)C8C(O7)CCC(O8)CC(=O)CC9C(CC(C1=C)O2)OC(C9OC)CC(CN)O.CS(=O)(=O)O. Drug 2: CC1C(C(CC(O1)OC2CC(CC3=C2C(=C4C(=C3O)C(=O)C5=CC=CC=C5C4=O)O)(C(=O)C)O)N)O. Cell line: OVCAR-5. Synergy scores: CSS=46.4, Synergy_ZIP=-11.7, Synergy_Bliss=-9.04, Synergy_Loewe=-4.40, Synergy_HSA=-3.02.